This data is from Reaction yield outcomes from USPTO patents with 853,638 reactions. The task is: Predict the reaction yield, written as a fraction of the theoretical maximum amount of product (1.0 means a 100% yield; for example, 0.34 means a 34% yield). (1) The reactants are [CH2:1]([C:8]1[CH:16]=[CH:15][C:11]([C:12]([OH:14])=O)=[CH:10][C:9]=1[C:17]([NH:19][C:20]1[CH:25]=[C:24]([C:26]([F:29])([F:28])[F:27])[CH:23]=[C:22]([C:30]([F:33])([F:32])[F:31])[CH:21]=1)=[O:18])[C:2]1[CH:7]=[CH:6][CH:5]=[CH:4][CH:3]=1.[CH2:34]([CH:41]1[CH2:46][CH2:45][NH:44][CH2:43][CH2:42]1)[C:35]1[CH:40]=[CH:39][CH:38]=[CH:37][CH:36]=1. No catalyst specified. The product is [CH2:1]([C:8]1[CH:16]=[CH:15][C:11]([C:12]([N:44]2[CH2:45][CH2:46][CH:41]([CH2:34][C:35]3[CH:40]=[CH:39][CH:38]=[CH:37][CH:36]=3)[CH2:42][CH2:43]2)=[O:14])=[CH:10][C:9]=1[C:17]([NH:19][C:20]1[CH:21]=[C:22]([C:30]([F:31])([F:32])[F:33])[CH:23]=[C:24]([C:26]([F:29])([F:27])[F:28])[CH:25]=1)=[O:18])[C:2]1[CH:3]=[CH:4][CH:5]=[CH:6][CH:7]=1. The yield is 0.767. (2) The reactants are [CH2:1]([N:3]1[C:11]2[C:6](=[C:7]([O:13][CH3:14])[CH:8]=[CH:9][C:10]=2[F:12])[C:5]([CH2:15][CH2:16][OH:17])=[CH:4]1)C.F[C:19]1[CH:20]=[C:21]([C:19]2[CH:27]=[CH:23][CH:22]=[CH:21][CH:20]=2)[C:22](OC)=[C:23]2[C:27]=1NC=C2CCO. No catalyst specified. The product is [F:12][C:10]1[CH:9]=[C:8]([C:19]2[CH:20]=[CH:21][CH:22]=[CH:23][CH:27]=2)[C:7]([O:13][CH3:14])=[C:6]2[C:11]=1[N:3]([CH3:1])[CH:4]=[C:5]2[CH2:15][CH2:16][OH:17]. The yield is 0.900. (3) The reactants are [OH:1][C@@H:2]1[CH2:29][C@H:28]2[C@:23]([CH3:36])([CH2:24][CH2:25][C@@H:26]([O:30][CH2:31][CH:32]([OH:35])[CH2:33][NH2:34])[CH2:27]2)[C@@H:22]2[C@@H:3]1[C@H:4]1[C@:19]([CH3:38])([C@@H:20]([OH:37])[CH2:21]2)[C@@H:7]([C@H:8]([CH3:18])[CH2:9][CH2:10][C:11]([O:13][C:14]([CH3:17])([CH3:16])[CH3:15])=[O:12])[CH2:6][CH2:5]1.[C:39](ON1C(=O)CCC1=O)([O:41][CH2:42][CH:43]1[C:55]2[C:50](=[CH:51][CH:52]=[CH:53][CH:54]=2)[C:49]2[C:44]1=[CH:45][CH:46]=[CH:47][CH:48]=2)=[O:40].CCN(C(C)C)C(C)C.C(Cl)Cl. The catalyst is C(OCC)(=O)C.CCCCCC. The product is [OH:1][C@@H:2]1[CH2:29][C@H:28]2[C@:23]([CH3:36])([CH2:24][CH2:25][C@@H:26]([O:30][CH2:31][CH:32]([OH:35])[CH2:33][NH:34][C:39]([O:41][CH2:42][CH:43]3[C:44]4[C:49](=[CH:48][CH:47]=[CH:46][CH:45]=4)[C:50]4[C:55]3=[CH:54][CH:53]=[CH:52][CH:51]=4)=[O:40])[CH2:27]2)[C@@H:22]2[C@@H:3]1[C@H:4]1[C@:19]([CH3:38])([C@@H:20]([OH:37])[CH2:21]2)[C@@H:7]([C@H:8]([CH3:18])[CH2:9][CH2:10][C:11]([O:13][C:14]([CH3:15])([CH3:16])[CH3:17])=[O:12])[CH2:6][CH2:5]1. The yield is 0.968. (4) The reactants are [C:1]([C:5]1[CH:24]=[CH:23][C:8]([C:9]([NH:11][C:12]2[CH:18]=[C:17]([NH:19][C:20](=[O:22])[CH3:21])[CH:16]=[CH:15][C:13]=2[NH2:14])=[O:10])=[CH:7][CH:6]=1)([CH3:4])([CH3:3])[CH3:2].[NH:25]1[C:33]2[C:28](=[CH:29][CH:30]=[C:31]([C:34](O)=[O:35])[CH:32]=2)[CH:27]=[CH:26]1.F[P-](F)(F)(F)(F)F.Br[P+](N1CCCC1)(N1CCCC1)N1CCCC1.C(N(CC)C(C)C)(C)C. The catalyst is ClCCl.CN(C=O)C. The product is [C:20]([NH:19][C:17]1[CH:18]=[C:12]([NH:11][C:9](=[O:10])[C:8]2[CH:23]=[CH:24][C:5]([C:1]([CH3:4])([CH3:2])[CH3:3])=[CH:6][CH:7]=2)[C:13]([NH:14][C:34]([C:31]2[CH:32]=[C:33]3[C:28]([CH:27]=[CH:26][NH:25]3)=[CH:29][CH:30]=2)=[O:35])=[CH:15][CH:16]=1)(=[O:22])[CH3:21]. The yield is 0.710. (5) The reactants are Br[C:2]1[CH:7]=[CH:6][CH:5]=[CH:4][C:3]=1[F:8].C([Li])CCC.CON(C)[C:17](=[O:27])[CH2:18][O:19][CH:20]([CH:25]=[CH2:26])[C:21]([F:24])([F:23])[F:22]. The catalyst is C1COCC1. The product is [F:8][C:3]1[CH:4]=[CH:5][CH:6]=[CH:7][C:2]=1[C:17](=[O:27])[CH2:18][O:19][CH:20]([CH:25]=[CH2:26])[C:21]([F:23])([F:22])[F:24]. The yield is 0.800.